Dataset: Reaction yield outcomes from USPTO patents with 853,638 reactions. Task: Predict the reaction yield, written as a fraction of the theoretical maximum amount of product (1.0 means a 100% yield; for example, 0.34 means a 34% yield). (1) The reactants are C([N:3]([CH2:6][CH3:7])CC)C.[C:8]([O:11][CH:12]=[CH2:13])(=[O:10])C.C[CH2:15][O:16]CC. No catalyst specified. The product is [CH2:12]([O:11][C:8]([C:6]1[CH:7]=[CH:15][O:16][N:3]=1)=[O:10])[CH3:13]. The yield is 0.880. (2) The reactants are Cl[C:2]1[C:11]([N:12]([CH:14]([CH3:16])[CH3:15])[CH3:13])=[N:10][C:9]2[C:4](=[CH:5][CH:6]=[C:7]([C:17]([O:19][CH3:20])=[O:18])[CH:8]=2)[N:3]=1.[NH:21]1[C:29]2[C:24](=[CH:25][C:26](B(O)O)=[CH:27][CH:28]=2)[CH:23]=[N:22]1.[O-]P([O-])([O-])=O.[K+].[K+].[K+]. The catalyst is O1CCOCC1.O.C1C=CC([P]([Pd]([P](C2C=CC=CC=2)(C2C=CC=CC=2)C2C=CC=CC=2)([P](C2C=CC=CC=2)(C2C=CC=CC=2)C2C=CC=CC=2)[P](C2C=CC=CC=2)(C2C=CC=CC=2)C2C=CC=CC=2)(C2C=CC=CC=2)C2C=CC=CC=2)=CC=1. The product is [NH:21]1[C:29]2[C:24](=[CH:25][C:26]([C:2]3[C:11]([N:12]([CH:14]([CH3:16])[CH3:15])[CH3:13])=[N:10][C:9]4[C:4](=[CH:5][CH:6]=[C:7]([C:17]([O:19][CH3:20])=[O:18])[CH:8]=4)[N:3]=3)=[CH:27][CH:28]=2)[CH:23]=[N:22]1. The yield is 0.450. (3) The reactants are [Cl:1][C:2]1[C:10]2[NH:9][N:8]=[CH:7][C:6]=2[C:5]2[CH2:11][N:12]([CH2:22][C:23]3[CH:28]=[CH:27][N:26]=[CH:25][CH:24]=3)[C:13](=[O:21])[C@H:14]([CH2:16][C:17]([O:19]C)=[O:18])[CH2:15][C:4]=2[CH:3]=1. The catalyst is Cl. The product is [ClH:1].[ClH:1].[Cl:1][C:2]1[C:10]2[NH:9][N:8]=[CH:7][C:6]=2[C:5]2[CH2:11][N:12]([CH2:22][C:23]3[CH:24]=[CH:25][N:26]=[CH:27][CH:28]=3)[C:13](=[O:21])[C@H:14]([CH2:16][C:17]([OH:19])=[O:18])[CH2:15][C:4]=2[CH:3]=1. The yield is 0.830. (4) The reactants are [OH:1][C:2]1([CH2:19][N:20]2[C:25](=[O:26])[C:24]3[CH:27]=[N:28][N:29]([C:30]4[CH:35]=[CH:34][CH:33]=[CH:32][CH:31]=4)[C:23]=3[N:22]=[CH:21]2)[CH2:7][CH2:6][N:5]([C:8]([C:10]2[CH:15]=[CH:14][C:13](B(O)O)=[CH:12][CH:11]=2)=[O:9])[CH2:4][CH2:3]1.FC(F)(F)C(O)=O.OC1(CN2C(=O)[C:66]3[CH:65]=N[N:60]([C:61]4[CH:66]=[CH:65]C=CC=4)[C:61]=3[N:60]=C2)CCNCC1.OB(O)C1C=CC(C(O)=O)=CC=1.C1(N)CC1.N1C=CC=CC=1. The catalyst is C([O-])(=O)C.[Cu+2].C([O-])(=O)C.ClCCl. The product is [CH:61]1([NH:60][C:13]2[CH:14]=[CH:15][C:10]([C:8]([N:5]3[CH2:6][CH2:7][C:2]([CH2:19][N:20]4[C:25](=[O:26])[C:24]5[CH:27]=[N:28][N:29]([C:30]6[CH:31]=[CH:32][CH:33]=[CH:34][CH:35]=6)[C:23]=5[N:22]=[CH:21]4)([OH:1])[CH2:3][CH2:4]3)=[O:9])=[CH:11][CH:12]=2)[CH2:66][CH2:65]1. The yield is 0.0400.